This data is from NCI-60 drug combinations with 297,098 pairs across 59 cell lines. The task is: Regression. Given two drug SMILES strings and cell line genomic features, predict the synergy score measuring deviation from expected non-interaction effect. (1) Drug 1: CC(C)(C#N)C1=CC(=CC(=C1)CN2C=NC=N2)C(C)(C)C#N. Drug 2: C(CC(=O)O)C(=O)CN.Cl. Cell line: BT-549. Synergy scores: CSS=10.1, Synergy_ZIP=-0.562, Synergy_Bliss=2.07, Synergy_Loewe=5.76, Synergy_HSA=3.05. (2) Drug 1: C1=CN(C=N1)CC(O)(P(=O)(O)O)P(=O)(O)O. Drug 2: C1=NNC2=C1C(=O)NC=N2. Cell line: CAKI-1. Synergy scores: CSS=-3.52, Synergy_ZIP=2.16, Synergy_Bliss=3.65, Synergy_Loewe=-3.25, Synergy_HSA=-2.01. (3) Drug 1: C1C(C(OC1N2C=C(C(=O)NC2=O)F)CO)O. Drug 2: CC1=C2C(C(=O)C3(C(CC4C(C3C(C(C2(C)C)(CC1OC(=O)C(C(C5=CC=CC=C5)NC(=O)OC(C)(C)C)O)O)OC(=O)C6=CC=CC=C6)(CO4)OC(=O)C)O)C)O. Cell line: UACC-257. Synergy scores: CSS=2.22, Synergy_ZIP=-0.705, Synergy_Bliss=2.69, Synergy_Loewe=-1.40, Synergy_HSA=-0.370. (4) Drug 1: C1CCC(C1)C(CC#N)N2C=C(C=N2)C3=C4C=CNC4=NC=N3. Drug 2: C1CC(C1)(C(=O)O)C(=O)O.[NH2-].[NH2-].[Pt+2]. Cell line: HOP-92. Synergy scores: CSS=42.9, Synergy_ZIP=-1.97, Synergy_Bliss=-2.48, Synergy_Loewe=-3.51, Synergy_HSA=-0.834.